From a dataset of Full USPTO retrosynthesis dataset with 1.9M reactions from patents (1976-2016). Predict the reactants needed to synthesize the given product. (1) Given the product [Cl:1][C:2]1[CH:11]=[C:10]([F:12])[C:9]([N:13]2[CH:17]=[CH:16][CH:15]=[N:14]2)=[CH:8][C:3]=1[C:4]([NH2:18])=[O:5], predict the reactants needed to synthesize it. The reactants are: [Cl:1][C:2]1[CH:11]=[C:10]([F:12])[C:9]([N:13]2[CH:17]=[CH:16][CH:15]=[N:14]2)=[CH:8][C:3]=1[C:4](OC)=[O:5].[NH3:18]. (2) Given the product [Br:1][C:2]1[CH:7]=[CH:6][C:5]([O:8][CH:16]([CH3:18])[CH3:17])=[CH:4][CH:3]=1, predict the reactants needed to synthesize it. The reactants are: [Br:1][C:2]1[CH:7]=[CH:6][C:5]([OH:8])=[CH:4][CH:3]=1.C(=O)([O-])[O-].[K+].[K+].I[CH:16]([CH3:18])[CH3:17]. (3) Given the product [OH:1][NH:3][C:7]([C:9]1[CH:17]=[C:16]2[C:12]([CH:13]=[CH:14][N:15]2[CH2:18][C:19]2[CH:24]=[CH:23][C:22]([O:25][CH:26]([F:28])[F:27])=[CH:21][CH:20]=2)=[CH:11][CH:10]=1)=[O:6], predict the reactants needed to synthesize it. The reactants are: [OH-:1].[Na+].[NH2:3]O.C[O:6][C:7]([C:9]1[CH:17]=[C:16]2[C:12]([CH:13]=[CH:14][N:15]2[CH2:18][C:19]2[CH:24]=[CH:23][C:22]([O:25][CH:26]([F:28])[F:27])=[CH:21][CH:20]=2)=[CH:11][CH:10]=1)=O. (4) Given the product [S:16]1[C:17]2[CH:23]=[CH:22][CH:21]=[CH:20][C:18]=2[N:19]=[C:15]1[O:14][C:13]1[CH:12]=[CH:11][C:10]([CH2:9][N:3]2[CH2:4][C@@H:5]3[CH2:8][C@H:2]2[CH2:7][N:6]3[C:27](=[O:28])[CH2:26][OH:29])=[CH:25][CH:24]=1, predict the reactants needed to synthesize it. The reactants are: Cl.[C@H:2]12[CH2:8][C@H:5]([NH:6][CH2:7]1)[CH2:4][N:3]2[CH2:9][C:10]1[CH:25]=[CH:24][C:13]([O:14][C:15]2[S:16][C:17]3[CH:23]=[CH:22][CH:21]=[CH:20][C:18]=3[N:19]=2)=[CH:12][CH:11]=1.[C:26](O)(=[O:29])[CH2:27][OH:28].Cl.CN(C)CCCN=C=NCC.CCN(CC)CC. (5) Given the product [F:23][C:24]1[CH:30]=[CH:29][C:27]([NH:28][C:7]([C:2]2[CH:3]=[N:4][CH:5]=[CH:6][N:1]=2)=[O:9])=[CH:26][C:25]=1[N+:31]([O-:33])=[O:32], predict the reactants needed to synthesize it. The reactants are: [N:1]1[CH:6]=[CH:5][N:4]=[CH:3][C:2]=1[C:7]([OH:9])=O.CCN(CC)CC.ClC(OCC)=O.[F:23][C:24]1[CH:30]=[CH:29][C:27]([NH2:28])=[CH:26][C:25]=1[N+:31]([O-:33])=[O:32]. (6) Given the product [OH:38][CH:36]1[CH2:37][N:34]([CH2:30][C:28]2[C:27]([CH3:32])=[N:26][N:25]([C:23]3[CH:22]=[CH:21][N:20]=[C:19]([NH:18][C:4]4[C:3]([O:2][CH3:1])=[CH:8][C:7]([N:9]5[CH2:10][CH2:11][O:12][CH2:13][CH2:14]5)=[C:6]([NH:15][C:3](=[O:2])[CH:4]=[CH2:5])[CH:5]=4)[N:24]=3)[CH:29]=2)[CH2:35]1, predict the reactants needed to synthesize it. The reactants are: [CH3:1][O:2][C:3]1[CH:8]=[C:7]([N:9]2[CH2:14][CH2:13][O:12][CH2:11][CH2:10]2)[C:6]([N+:15]([O-])=O)=[CH:5][C:4]=1[NH:18][C:19]1[N:24]=[C:23]([N:25]2[CH:29]=[C:28]([CH:30]=O)[C:27]([CH3:32])=[N:26]2)[CH:22]=[CH:21][N:20]=1.Cl.[NH:34]1[CH2:37][CH:36]([OH:38])[CH2:35]1. (7) Given the product [CH3:1][C:2]1[CH:3]=[N:4][N:5]([CH2:7][C:8]2[CH:13]=[CH:12][C:11]([CH2:14][N:16]3[CH:20]=[C:19]([C:21]([O:23][CH2:24][CH3:25])=[O:22])[CH:18]=[N:17]3)=[CH:10][CH:9]=2)[CH:6]=1, predict the reactants needed to synthesize it. The reactants are: [CH3:1][C:2]1[CH:3]=[N:4][N:5]([CH2:7][C:8]2[CH:13]=[CH:12][C:11]([CH2:14]O)=[CH:10][CH:9]=2)[CH:6]=1.[NH:16]1[CH:20]=[C:19]([C:21]([O:23][CH2:24][CH3:25])=[O:22])[CH:18]=[N:17]1.C1(P(C2C=CC=CC=2)C2C=CC=CC=2)C=CC=CC=1.N(/C(OC(C)C)=O)=N\C(OC(C)C)=O. (8) The reactants are: [N:1]1([C:7]2[N:12]=[CH:11][NH:10][C:9](=[O:13])[CH:8]=2)[CH2:6][CH2:5][NH:4][CH2:3][CH2:2]1.[Br:14][C:15]1[CH:22]=[CH:21][CH:20]=[CH:19][C:16]=1[CH:17]=O. Given the product [Br:14][C:15]1[CH:22]=[CH:21][CH:20]=[CH:19][C:16]=1[CH2:17][N:4]1[CH2:5][CH2:6][N:1]([C:7]2[N:12]=[CH:11][NH:10][C:9](=[O:13])[CH:8]=2)[CH2:2][CH2:3]1, predict the reactants needed to synthesize it.